From a dataset of Forward reaction prediction with 1.9M reactions from USPTO patents (1976-2016). Predict the product of the given reaction. (1) Given the reactants O1CCOCC1.Cl[C:8]1[CH:13]=[C:12]([NH:14][C:15]2[N:20]=[C:19]([C:21]([F:24])([F:23])[F:22])[CH:18]=[CH:17][N:16]=2)[CH:11]=[C:10]([O:25][CH2:26][CH3:27])[N:9]=1.[CH2:28]([O:35][C:36]1([C:40]2[S:41][C:42]([Sn](C)(C)C)=[CH:43][N:44]=2)[CH2:39][CH2:38][CH2:37]1)[C:29]1[CH:34]=[CH:33][CH:32]=[CH:31][CH:30]=1, predict the reaction product. The product is: [CH2:28]([O:35][C:36]1([C:40]2[S:41][C:42]([C:8]3[CH:13]=[C:12]([NH:14][C:15]4[N:20]=[C:19]([C:21]([F:24])([F:23])[F:22])[CH:18]=[CH:17][N:16]=4)[CH:11]=[C:10]([O:25][CH2:26][CH3:27])[N:9]=3)=[CH:43][N:44]=2)[CH2:37][CH2:38][CH2:39]1)[C:29]1[CH:30]=[CH:31][CH:32]=[CH:33][CH:34]=1. (2) Given the reactants [C:1]([O:5][C:6](=[O:27])[NH:7][C:8]1[CH2:9][O:10][CH2:11][C:12]([C:17]2[CH:22]=[C:21]([N:23]=[N+]=[N-])[CH:20]=[CH:19][C:18]=2[F:26])([CH:14]([F:16])[F:15])[N:13]=1)([CH3:4])([CH3:3])[CH3:2], predict the reaction product. The product is: [C:1]([O:5][C:6](=[O:27])[NH:7][C:8]1[CH2:9][O:10][CH2:11][C:12]([C:17]2[CH:22]=[C:21]([NH2:23])[CH:20]=[CH:19][C:18]=2[F:26])([CH:14]([F:16])[F:15])[N:13]=1)([CH3:4])([CH3:2])[CH3:3]. (3) Given the reactants O=P(Cl)(Cl)Cl.[S:6]1[CH:10]=[CH:9][CH:8]=[C:7]1[CH2:11][CH2:12][CH2:13][C:14]([O:16][CH3:17])=[O:15].CN([CH:21]=[O:22])C, predict the reaction product. The product is: [CH:21]([C:10]1[S:6][C:7]([CH2:11][CH2:12][CH2:13][C:14]([O:16][CH3:17])=[O:15])=[CH:8][CH:9]=1)=[O:22]. (4) Given the reactants [C:1]1([C:36]2[CH:41]=[CH:40][CH:39]=[CH:38][CH:37]=2)[CH:6]=[CH:5][C:4]([C:7]2[N:12]=[C:11]3[C:13](F)=[C:14]([O:24][C@H:25]4[C@H:29]5[O:30][CH2:31][C@@H:32]([OH:33])[C@H:28]5[O:27][CH2:26]4)[N:15]([CH2:16][O:17][CH2:18][CH2:19][Si:20]([CH3:23])([CH3:22])[CH3:21])[C:10]3=[CH:9][C:8]=2[Cl:35])=[CH:3][CH:2]=1.[F-].C([N+](CCCC)(CCCC)CCCC)CCC.C(N)CN, predict the reaction product. The product is: [C:1]1([C:36]2[CH:41]=[CH:40][CH:39]=[CH:38][CH:37]=2)[CH:2]=[CH:3][C:4]([C:7]2[N:12]=[C:11]3[CH:13]=[C:14]([O:24][C@H:25]4[C@H:29]5[O:30][CH2:31][C@@H:32]([OH:33])[C@H:28]5[O:27][CH2:26]4)[N:15]([CH2:16][O:17][CH2:18][CH2:19][Si:20]([CH3:21])([CH3:22])[CH3:23])[C:10]3=[CH:9][C:8]=2[Cl:35])=[CH:5][CH:6]=1. (5) Given the reactants F[C:2]1[CH:7]=[C:6]([F:8])[CH:5]=[CH:4][C:3]=1[C:9]1[N:14]=[CH:13][N:12]=[C:11]([NH:15][C:16]2[CH:21]=[CH:20][CH:19]=[C:18]([CH2:22][S:23]([CH3:26])(=[O:25])=[O:24])[CH:17]=2)[N:10]=1.[F:27][C:28]1[CH:35]=[CH:34][C:33]([F:36])=[CH:32][C:29]=1[CH2:30][OH:31], predict the reaction product. The product is: [F:27][C:28]1[CH:35]=[CH:34][C:33]([F:36])=[CH:32][C:29]=1[CH2:30][O:31][C:2]1[CH:7]=[C:6]([F:8])[CH:5]=[CH:4][C:3]=1[C:9]1[N:14]=[CH:13][N:12]=[C:11]([NH:15][C:16]2[CH:21]=[CH:20][CH:19]=[C:18]([CH2:22][S:23]([CH3:26])(=[O:25])=[O:24])[CH:17]=2)[N:10]=1. (6) Given the reactants [CH:1]([C:3]1[NH:7][C:6]([C:8]([O:10][CH2:11][CH3:12])=[O:9])=[CH:5][C:4]=1[CH3:13])=[O:2].[CH3:14]N(C=O)C.[H-].[Na+].CI, predict the reaction product. The product is: [CH:1]([C:3]1[N:7]([CH3:14])[C:6]([C:8]([O:10][CH2:11][CH3:12])=[O:9])=[CH:5][C:4]=1[CH3:13])=[O:2].